From a dataset of hERG potassium channel inhibition data for cardiac toxicity prediction from Karim et al.. Regression/Classification. Given a drug SMILES string, predict its toxicity properties. Task type varies by dataset: regression for continuous values (e.g., LD50, hERG inhibition percentage) or binary classification for toxic/non-toxic outcomes (e.g., AMES mutagenicity, cardiotoxicity, hepatotoxicity). Dataset: herg_karim. (1) The drug is C=CC1CN2CCC1C[C@@H]2[C@@H](O)c1ccnc2ccc(OCCO)cc12. The result is 0 (non-blocker). (2) The molecule is Cc1ccc2cccc(NC(=O)[C@]3(O)CC[C@@H](NCc4cc5c(cn4)OCCO5)CC3)c2n1. The result is 1 (blocker). (3) The compound is CN1[C@H](C[C@H](O)c2ccccc2)CCC[C@@H]1CC(=O)c1ccccc1. The result is 1 (blocker). (4) The drug is COc1cc(-c2cn([C@@H]3CC[C@H]4CCCC[C@H]4NC3=O)nn2)ccc1-n1cnc(C)c1. The result is 0 (non-blocker). (5) The compound is CN(C/C=C/C=C/c1ccc(-c2ccccc2)cc1)Cc1ccc2c(c1)OCCC2.Cl. The result is 0 (non-blocker). (6) The molecule is Cn1c(OCCCN2CC3C[C@]3(c3ccc(C(F)(F)F)cc3)C2)nnc1-c1ccccc1. The result is 1 (blocker). (7) The drug is NC(CF)(CF)c1nc(-c2ccc(OC(F)(F)F)cc2)c[nH]1. The result is 0 (non-blocker).